This data is from Full USPTO retrosynthesis dataset with 1.9M reactions from patents (1976-2016). The task is: Predict the reactants needed to synthesize the given product. Given the product [Cl:1][C:2]1[CH:7]=[C:6]([Cl:8])[CH:5]=[CH:4][C:3]=1[C@@H:9]1[CH2:12][CH2:11][C@@H:10]1[NH:13][C:14](=[O:16])[CH3:15], predict the reactants needed to synthesize it. The reactants are: [Cl:1][C:2]1[CH:7]=[C:6]([Cl:8])[CH:5]=[CH:4][C:3]=1[C:9]1[CH2:12][CH2:11][C:10]=1[NH:13][C:14](=[O:16])[CH3:15].C[NH2+]C.